This data is from NCI-60 drug combinations with 297,098 pairs across 59 cell lines. The task is: Regression. Given two drug SMILES strings and cell line genomic features, predict the synergy score measuring deviation from expected non-interaction effect. (1) Drug 1: C1CN1P(=S)(N2CC2)N3CC3. Drug 2: CC1=C(C=C(C=C1)NC(=O)C2=CC=C(C=C2)CN3CCN(CC3)C)NC4=NC=CC(=N4)C5=CN=CC=C5. Cell line: OVCAR-5. Synergy scores: CSS=21.5, Synergy_ZIP=-3.31, Synergy_Bliss=-1.32, Synergy_Loewe=-1.79, Synergy_HSA=0.435. (2) Drug 1: CC1=C(C(=O)C2=C(C1=O)N3CC4C(C3(C2COC(=O)N)OC)N4)N. Cell line: NCI-H460. Drug 2: CC(C)(C1=NC(=CC=C1)N2C3=NC(=NC=C3C(=O)N2CC=C)NC4=CC=C(C=C4)N5CCN(CC5)C)O. Synergy scores: CSS=63.0, Synergy_ZIP=2.32, Synergy_Bliss=0.756, Synergy_Loewe=-1.36, Synergy_HSA=2.36. (3) Drug 1: CN1C(=O)N2C=NC(=C2N=N1)C(=O)N. Drug 2: CC12CCC3C(C1CCC2O)C(CC4=C3C=CC(=C4)O)CCCCCCCCCS(=O)CCCC(C(F)(F)F)(F)F. Cell line: RXF 393. Synergy scores: CSS=-4.53, Synergy_ZIP=2.89, Synergy_Bliss=3.13, Synergy_Loewe=-5.35, Synergy_HSA=-4.19.